From a dataset of Catalyst prediction with 721,799 reactions and 888 catalyst types from USPTO. Predict which catalyst facilitates the given reaction. (1) Reactant: Br[C:2]1[CH:7]=[CH:6][N:5]([CH2:8][C@H:9]([OH:21])[CH2:10][N:11]2[CH2:20][CH2:19][C:18]3[C:13](=[CH:14][CH:15]=[CH:16][CH:17]=3)[CH2:12]2)[C:4](=[O:22])[CH:3]=1.[NH2:23][C:24]1[CH:29]=[CH:28][CH:27]=[CH:26][CH:25]=1.CC1(C)C2C(=C(P(C3C=CC=CC=3)C3C=CC=CC=3)C=CC=2)OC2C(P(C3C=CC=CC=3)C3C=CC=CC=3)=CC=CC1=2.CC([O-])(C)C.[K+]. Product: [CH2:12]1[C:13]2[C:18](=[CH:17][CH:16]=[CH:15][CH:14]=2)[CH2:19][CH2:20][N:11]1[CH2:10][C@@H:9]([OH:21])[CH2:8][N:5]1[CH:6]=[CH:7][C:2]([NH:23][C:24]2[CH:29]=[CH:28][CH:27]=[CH:26][CH:25]=2)=[CH:3][C:4]1=[O:22]. The catalyst class is: 101. (2) Reactant: [O:1]=[S:2]1(=[O:31])[N:6]([CH2:7][CH:8]2[O:13][CH2:12][CH2:11][N:10](C(OC(C)(C)C)=O)[CH2:9]2)[C:5]2[CH:21]=[CH:22][CH:23]=[CH:24][C:4]=2[N:3]1[C:25]1[CH:30]=[CH:29][CH:28]=[CH:27][CH:26]=1.[ClH:32]. Product: [ClH:32].[NH:10]1[CH2:11][CH2:12][O:13][CH:8]([CH2:7][N:6]2[C:5]3[CH:21]=[CH:22][CH:23]=[CH:24][C:4]=3[N:3]([C:25]3[CH:26]=[CH:27][CH:28]=[CH:29][CH:30]=3)[S:2]2(=[O:31])=[O:1])[CH2:9]1. The catalyst class is: 5.